From a dataset of Catalyst prediction with 721,799 reactions and 888 catalyst types from USPTO. Predict which catalyst facilitates the given reaction. (1) Reactant: [CH2:1]([O:8][C:9]([NH:11][CH2:12][C@H:13]([C:16]1[CH:21]=[CH:20][C:19]([O:22]C(=O)C)=[CH:18][CH:17]=1)[O:14][CH3:15])=[O:10])[C:2]1[CH:7]=[CH:6][CH:5]=[CH:4][CH:3]=1.[OH-].[K+].Cl. Product: [CH2:1]([O:8][C:9](=[O:10])[NH:11][CH2:12][C@@H:13]([C:16]1[CH:21]=[CH:20][C:19]([OH:22])=[CH:18][CH:17]=1)[O:14][CH3:15])[C:2]1[CH:7]=[CH:6][CH:5]=[CH:4][CH:3]=1. The catalyst class is: 14. (2) Reactant: [CH2:1]([N:8]1[C:13](=[O:14])[C:12]2[C:15]([Br:19])=[C:16]([Br:18])[S:17][C:11]=2[N:10]=[C:9]1[CH:20](Br)[CH2:21][CH3:22])[C:2]1[CH:7]=[CH:6][CH:5]=[CH:4][CH:3]=1.[CH3:24][N:25]([CH3:29])[CH2:26][CH2:27][NH2:28]. Product: [CH2:1]([N:8]1[C:13](=[O:14])[C:12]2[C:15]([Br:19])=[C:16]([Br:18])[S:17][C:11]=2[N:10]=[C:9]1[CH:20]([NH:28][CH2:27][CH2:26][N:25]([CH3:29])[CH3:24])[CH2:21][CH3:22])[C:2]1[CH:7]=[CH:6][CH:5]=[CH:4][CH:3]=1. The catalyst class is: 8. (3) Reactant: [C:1]([O:5][C:6]([N:8]([C:23]1[CH:28]=[CH:27][C:26]([O:29][CH2:30][CH3:31])=[CH:25][CH:24]=1)[C:9]1[N:14]2[N:15]=[CH:16][CH:17]=[C:13]2[N:12]=[C:11]([Cl:18])[C:10]=1[CH2:19][C:20](O)=[O:21])=[O:7])([CH3:4])([CH3:3])[CH3:2].[NH2:32][C@H:33]1[CH2:38][CH2:37][CH2:36][N:35]([C:39]([O:41][C:42]([CH3:45])([CH3:44])[CH3:43])=[O:40])[CH2:34]1.C(NC(C)C)(C)C.[Cl-].[NH4+]. Product: [C:1]([O:5][C:6]([N:8]([C:23]1[CH:24]=[CH:25][C:26]([O:29][CH2:30][CH3:31])=[CH:27][CH:28]=1)[C:9]1[N:14]2[N:15]=[CH:16][CH:17]=[C:13]2[N:12]=[C:11]([Cl:18])[C:10]=1[CH2:19][C:20]([NH:32][C@H:33]1[CH2:38][CH2:37][CH2:36][N:35]([C:39]([O:41][C:42]([CH3:45])([CH3:44])[CH3:43])=[O:40])[CH2:34]1)=[O:21])=[O:7])([CH3:3])([CH3:4])[CH3:2]. The catalyst class is: 9.